This data is from Catalyst prediction with 721,799 reactions and 888 catalyst types from USPTO. The task is: Predict which catalyst facilitates the given reaction. (1) Reactant: [Br:1][C:2]1[CH:3]=[CH:4][CH:5]=[C:6]2[C:10]=1[C:9](=[O:11])[CH2:8][CH2:7]2.[CH3:12][O:13][C:14]1[CH:15]=[C:16]([CH:20]=[C:21]([O:23][CH3:24])[CH:22]=1)[CH2:17][Mg]Br. Product: [Br:1][C:2]1[CH:3]=[CH:4][CH:5]=[C:6]2[C:10]=1[C:9]([CH2:17][C:16]1[CH:20]=[C:21]([O:23][CH3:24])[CH:22]=[C:14]([O:13][CH3:12])[CH:15]=1)([OH:11])[CH2:8][CH2:7]2. The catalyst class is: 1. (2) Reactant: [H-].[H-].[H-].[H-].[Li+].[Al+3].[C:7]1([C:13]([C:23]2[CH:28]=[CH:27][CH:26]=[CH:25][CH:24]=2)([C:17]2[CH:22]=[CH:21][CH:20]=[CH:19][CH:18]=2)[C:14](O)=[O:15])[CH:12]=[CH:11][CH:10]=[CH:9][CH:8]=1. Product: [C:23]1([C:13]([C:7]2[CH:8]=[CH:9][CH:10]=[CH:11][CH:12]=2)([C:17]2[CH:18]=[CH:19][CH:20]=[CH:21][CH:22]=2)[CH2:14][OH:15])[CH:24]=[CH:25][CH:26]=[CH:27][CH:28]=1. The catalyst class is: 1. (3) Reactant: [Cl:1][C:2]1[CH:3]=[N:4][N:5]([CH3:42])[C:6]=1[C:7]1[CH:8]=[C:9]([C:15]([NH:17][C@@H:18]([CH2:31][C:32]2[CH:37]=[CH:36][CH:35]=[CH:34][C:33]=2[C:38]([F:41])([F:40])[F:39])[CH2:19][N:20]2C(=O)C3C(=CC=CC=3)C2=O)=[O:16])[S:10][C:11]=1[CH2:12][CH2:13][CH3:14].NN. Product: [NH2:20][CH2:19][C@@H:18]([NH:17][C:15]([C:9]1[S:10][C:11]([CH2:12][CH2:13][CH3:14])=[C:7]([C:6]2[N:5]([CH3:42])[N:4]=[CH:3][C:2]=2[Cl:1])[CH:8]=1)=[O:16])[CH2:31][C:32]1[CH:37]=[CH:36][CH:35]=[CH:34][C:33]=1[C:38]([F:41])([F:40])[F:39]. The catalyst class is: 83. (4) Reactant: [F:1][C:2]1[C:9]([F:10])=[CH:8][CH:7]=[C:6]([O:11][CH3:12])[C:3]=1C=O.ClC1C=CC=C(C(OO)=[O:21])C=1.S([O-])([O-])=O.[Na+].[Na+]. Product: [F:1][C:2]1[C:9]([F:10])=[CH:8][CH:7]=[C:6]([O:11][CH3:12])[C:3]=1[OH:21]. The catalyst class is: 2. (5) Reactant: [CH:1](I)(C)C.NC1[CH2:11][CH2:10][CH:9]([N:12](C)[C:13](=[O:19])[O:14][C:15]([CH3:18])([CH3:17])[CH3:16])CC1.[CH:21]([N:24]([CH:27]([CH3:29])[CH3:28])CC)([CH3:23])[CH3:22]. Product: [CH:27]([NH:24][CH:21]1[CH2:22][CH2:11][CH:10]([CH2:9][NH:12][C:13](=[O:19])[O:14][C:15]([CH3:16])([CH3:17])[CH3:18])[CH2:1][CH2:23]1)([CH3:28])[CH3:29]. The catalyst class is: 1.